Dataset: Full USPTO retrosynthesis dataset with 1.9M reactions from patents (1976-2016). Task: Predict the reactants needed to synthesize the given product. (1) Given the product [F:1][C:2]1[CH:7]=[CH:6][C:5]([N:8]2[C:9]([C:22]3[CH:27]=[CH:26][C:25]([NH2:28])=[CH:24][CH:23]=3)=[CH:10][CH:11]=[C:12]2[C:13]2[CH:18]=[CH:17][C:16]([NH2:19])=[CH:15][CH:14]=2)=[CH:4][CH:3]=1, predict the reactants needed to synthesize it. The reactants are: [F:1][C:2]1[CH:7]=[CH:6][C:5]([N:8]2[C:12]([C:13]3[CH:18]=[CH:17][C:16]([N+:19]([O-])=O)=[CH:15][CH:14]=3)=[CH:11][CH:10]=[C:9]2[C:22]2[CH:27]=[CH:26][C:25]([N+:28]([O-])=O)=[CH:24][CH:23]=2)=[CH:4][CH:3]=1.[Cl-].[NH4+].O. (2) Given the product [CH2:1]([NH:8][CH2:9][C@@H:10]1[O:11][C:12]2=[C:19]3[C:18](=[CH:17][CH:16]=[C:13]2[O:14][CH2:15]1)[NH:26][C:21](=[O:22])[CH2:20]3)[C:2]1[CH:7]=[CH:6][CH:5]=[CH:4][CH:3]=1, predict the reactants needed to synthesize it. The reactants are: [CH2:1]([NH:8][CH2:9][C@H:10]1[CH2:15][O:14][C:13]2[CH:16]=[CH:17][C:18]([N+:26]([O-])=O)=[C:19]([CH2:20][C:21](OCC)=[O:22])[C:12]=2[O:11]1)[C:2]1[CH:7]=[CH:6][CH:5]=[CH:4][CH:3]=1.OP(O)(O)=O. (3) Given the product [CH:8]([C@H:5]1[CH2:4][C@H:3]([OH:21])[C@@H:2]([NH:1][CH2:31][C:27]2[CH:26]=[C:25]3[C:30](=[CH:29][CH:28]=2)[NH:22][CH:23]=[CH:24]3)[CH2:7][O:6]1)([C:9]1[CH:14]=[CH:13][CH:12]=[CH:11][CH:10]=1)[C:15]1[CH:20]=[CH:19][CH:18]=[CH:17][CH:16]=1, predict the reactants needed to synthesize it. The reactants are: [NH2:1][C@H:2]1[CH2:7][O:6][C@@H:5]([CH:8]([C:15]2[CH:20]=[CH:19][CH:18]=[CH:17][CH:16]=2)[C:9]2[CH:14]=[CH:13][CH:12]=[CH:11][CH:10]=2)[CH2:4][C@@H:3]1[OH:21].[NH:22]1[C:30]2[C:25](=[CH:26][C:27]([CH:31]=O)=[CH:28][CH:29]=2)[CH:24]=[CH:23]1.C(O)(=O)C.C([C@@H]1CC=CCO1)(C1C=CC=CC=1)C1C=CC=CC=1. (4) Given the product [CH2:1]([O:3][C:4]([C:6]1[C:15](=[O:16])[C:14]2[C:9](=[C:10](/[CH:19]=[CH:20]\[CH2:21][C@@H:22]3[C@H:26]([NH:27][C:28]([O:30][C:31]([CH3:34])([CH3:33])[CH3:32])=[O:29])[CH2:25][CH2:24][N:23]3[C:35]([O:37][C:38]([CH3:41])([CH3:40])[CH3:39])=[O:36])[C:11]([F:18])=[C:12]([F:17])[CH:13]=2)[N:8]([CH:42]2[CH2:43][CH2:44]2)[CH:7]=1)=[O:5])[CH3:2], predict the reactants needed to synthesize it. The reactants are: [CH2:1]([O:3][C:4]([C:6]1[C:15](=[O:16])[C:14]2[C:9](=[C:10]([C:19]#[C:20][CH2:21][C@@H:22]3[C@H:26]([NH:27][C:28]([O:30][C:31]([CH3:34])([CH3:33])[CH3:32])=[O:29])[CH2:25][CH2:24][N:23]3[C:35]([O:37][C:38]([CH3:41])([CH3:40])[CH3:39])=[O:36])[C:11]([F:18])=[C:12]([F:17])[CH:13]=2)[N:8]([CH:42]2[CH2:44][CH2:43]2)[CH:7]=1)=[O:5])[CH3:2].C(N(CC)CC)C.N1C2C(=CC=CC=2)C=CC=1. (5) The reactants are: [NH2:1][C:2]1[N:6]([C:7]2[CH:12]=[CH:11][C:10]([F:13])=[CH:9][CH:8]=2)[N:5]=[CH:4][C:3]=1[C:14]([NH:16][CH2:17][C:18]([CH2:24][NH:25][CH2:26][CH3:27])([OH:23])[C:19]([F:22])([F:21])[F:20])=[O:15].C(N(C(C)C)CC)(C)C.[F:37][C:38]1[CH:46]=[CH:45][CH:44]=[C:43]([F:47])[C:39]=1[C:40](Cl)=[O:41]. Given the product [NH2:1][C:2]1[N:6]([C:7]2[CH:8]=[CH:9][C:10]([F:13])=[CH:11][CH:12]=2)[N:5]=[CH:4][C:3]=1[C:14]([NH:16][CH2:17][C:18]([CH2:24][N:25]([C:40]([C:39]1[C:38]([F:37])=[CH:46][CH:45]=[CH:44][C:43]=1[F:47])=[O:41])[CH2:26][CH3:27])([OH:23])[C:19]([F:22])([F:21])[F:20])=[O:15], predict the reactants needed to synthesize it. (6) Given the product [Br:1][C:2]1[CH:3]=[C:4]2[C:9](=[CH:10][CH:11]=1)[O:8][C:7]([CH2:12][N:21]1[CH2:26][CH2:25][O:24][CH2:23][CH2:22]1)=[C:6]([C:14]1[CH:19]=[CH:18][CH:17]=[CH:16][CH:15]=1)[C:5]2=[O:20], predict the reactants needed to synthesize it. The reactants are: [Br:1][C:2]1[CH:3]=[C:4]2[C:9](=[CH:10][CH:11]=1)[O:8][C:7]([CH2:12]Br)=[C:6]([C:14]1[CH:19]=[CH:18][CH:17]=[CH:16][CH:15]=1)[C:5]2=[O:20].[NH:21]1[CH2:26][CH2:25][O:24][CH2:23][CH2:22]1. (7) The reactants are: [CH3:1][C:2]1[C:9]([CH3:10])=[C:8]([O:11][CH3:12])[CH:7]=[CH:6][C:3]=1[CH:4]=[O:5].[CH2:13]([Mg]Cl)[CH:14]=[CH2:15]. Given the product [CH3:12][O:11][C:8]1[CH:7]=[CH:6][C:3]([CH:4]([OH:5])[CH2:15][CH:14]=[CH2:13])=[C:2]([CH3:1])[C:9]=1[CH3:10], predict the reactants needed to synthesize it.